From a dataset of NCI-60 drug combinations with 297,098 pairs across 59 cell lines. Regression. Given two drug SMILES strings and cell line genomic features, predict the synergy score measuring deviation from expected non-interaction effect. (1) Drug 1: CNC(=O)C1=CC=CC=C1SC2=CC3=C(C=C2)C(=NN3)C=CC4=CC=CC=N4. Drug 2: C1CN(CCN1C(=O)CCBr)C(=O)CCBr. Cell line: MCF7. Synergy scores: CSS=17.2, Synergy_ZIP=-1.63, Synergy_Bliss=2.62, Synergy_Loewe=1.56, Synergy_HSA=3.28. (2) Drug 1: CC(C1=C(C=CC(=C1Cl)F)Cl)OC2=C(N=CC(=C2)C3=CN(N=C3)C4CCNCC4)N. Drug 2: CC1C(C(CC(O1)OC2CC(OC(C2O)C)OC3=CC4=CC5=C(C(=O)C(C(C5)C(C(=O)C(C(C)O)O)OC)OC6CC(C(C(O6)C)O)OC7CC(C(C(O7)C)O)OC8CC(C(C(O8)C)O)(C)O)C(=C4C(=C3C)O)O)O)O. Cell line: HCT-15. Synergy scores: CSS=0.238, Synergy_ZIP=-0.588, Synergy_Bliss=-1.59, Synergy_Loewe=-2.34, Synergy_HSA=-2.36. (3) Drug 1: CCCS(=O)(=O)NC1=C(C(=C(C=C1)F)C(=O)C2=CNC3=C2C=C(C=N3)C4=CC=C(C=C4)Cl)F. Drug 2: CC1=CC=C(C=C1)C2=CC(=NN2C3=CC=C(C=C3)S(=O)(=O)N)C(F)(F)F. Cell line: COLO 205. Synergy scores: CSS=38.1, Synergy_ZIP=1.83, Synergy_Bliss=4.45, Synergy_Loewe=-19.4, Synergy_HSA=2.81. (4) Drug 1: C1CCC(CC1)NC(=O)N(CCCl)N=O. Drug 2: CS(=O)(=O)OCCCCOS(=O)(=O)C. Cell line: SW-620. Synergy scores: CSS=29.6, Synergy_ZIP=-0.0234, Synergy_Bliss=5.95, Synergy_Loewe=-3.29, Synergy_HSA=5.26. (5) Drug 1: CC(C)(C#N)C1=CC(=CC(=C1)CN2C=NC=N2)C(C)(C)C#N. Drug 2: CC(C)NC(=O)C1=CC=C(C=C1)CNNC.Cl. Cell line: HCT116. Synergy scores: CSS=-14.0, Synergy_ZIP=2.19, Synergy_Bliss=-4.25, Synergy_Loewe=-6.31, Synergy_HSA=-9.24.